From a dataset of Full USPTO retrosynthesis dataset with 1.9M reactions from patents (1976-2016). Predict the reactants needed to synthesize the given product. (1) Given the product [O:13]1[CH2:14][CH2:15][CH:10]([CH2:9][O:8][C:7]2[N:6]=[CH:5][C:4]([S:16]([NH2:19])(=[O:18])=[O:17])=[CH:3][C:2]=2[C:25]2[S:26][CH:27]=[CH:28][N:29]=2)[CH2:11][CH2:12]1, predict the reactants needed to synthesize it. The reactants are: Br[C:2]1[CH:3]=[C:4]([S:16]([NH2:19])(=[O:18])=[O:17])[CH:5]=[N:6][C:7]=1[O:8][CH2:9][CH:10]1[CH2:15][CH2:14][O:13][CH2:12][CH2:11]1.C([Sn](CCCC)(CCCC)[C:25]1[S:26][CH:27]=[CH:28][N:29]=1)CCC. (2) The reactants are: [CH2:1]([CH:8]1[C:16]2[C:11](=[CH:12][CH:13]=[CH:14][CH:15]=2)[C:10]([C:17]2[N:18]=[CH:19][NH:20][CH:21]=2)=[CH:9]1)[C:2]1[CH:7]=[CH:6][CH:5]=[CH:4][CH:3]=1. Given the product [CH2:1]([CH:8]1[C:16]2[C:11](=[CH:12][CH:13]=[CH:14][CH:15]=2)[CH:10]([C:17]2[N:18]=[CH:19][NH:20][CH:21]=2)[CH2:9]1)[C:2]1[CH:3]=[CH:4][CH:5]=[CH:6][CH:7]=1, predict the reactants needed to synthesize it. (3) Given the product [CH2:38]([O:40][C:13]1[CH:12]=[C:11]([CH:17]2[CH:22]([NH:23][C:24]([C:26]3[CH:31]=[CH:30][C:29]([C:32](=[NH:33])[NH:2][OH:3])=[CH:28][CH:27]=3)=[O:25])[CH2:21][CH2:20][CH:19]([O:34][C:35](=[O:37])[CH3:36])[CH2:18]2)[CH:10]=[CH:9][C:14]=1[O:15][CH3:16])[CH3:39], predict the reactants needed to synthesize it. The reactants are: Cl.[NH2:2][OH:3].[OH-].[Na+].C(O[C:9]1[CH:10]=[C:11]([CH:17]2[CH:22]([NH:23][C:24]([C:26]3[CH:31]=[CH:30][C:29]([C:32]#[N:33])=[CH:28][CH:27]=3)=[O:25])[CH2:21][CH2:20][CH:19]([O:34][C:35](=[O:37])[CH3:36])[CH2:18]2)[CH:12]=[CH:13][C:14]=1[O:15][CH3:16])C.[CH2:38]([OH:40])[CH3:39].